Dataset: Full USPTO retrosynthesis dataset with 1.9M reactions from patents (1976-2016). Task: Predict the reactants needed to synthesize the given product. (1) Given the product [F:32][CH:30]([F:31])[C:28]1[CH:29]=[C:24]([C:17]2[C:16]3[C:21](=[CH:22][CH:23]=[C:14]([O:13][C@H:10]4[CH2:11][CH2:12][NH:8][CH2:9]4)[C:15]=3[CH3:35])[N:20]=[CH:19][CH:18]=2)[CH:25]=[N:26][C:27]=1[O:33][CH3:34], predict the reactants needed to synthesize it. The reactants are: C(OC([N:8]1[CH2:12][CH2:11][C@H:10]([O:13][C:14]2[C:15]([CH3:35])=[C:16]3[C:21](=[CH:22][CH:23]=2)[N:20]=[CH:19][CH:18]=[C:17]3[C:24]2[CH:25]=[N:26][C:27]([O:33][CH3:34])=[C:28]([CH:30]([F:32])[F:31])[CH:29]=2)[CH2:9]1)=O)(C)(C)C.C(O)(C(F)(F)F)=O. (2) Given the product [NH2:5][C:6]1[CH:15]=[C:4]([N:8]2[CH2:11][C:10]([CH3:13])([OH:12])[CH2:9]2)[CH:3]=[CH:2][N:7]=1, predict the reactants needed to synthesize it. The reactants are: Cl[C:2]1[N:7]=[CH:6][N:5]=[C:4]([N:8]2[CH2:11][C:10]([CH3:13])([OH:12])[CH2:9]2)[CH:3]=1.[Li+].[CH3:15][Si]([N-][Si](C)(C)C)(C)C.C1(C2C=CC=CC=2)C=CC=CC=1P(C1CCCCCC1)C1CCCCC1. (3) Given the product [CH2:10]([O:12][C:13]1[CH:18]=[CH:17][C:16]([O:19][C:2]2[CH:3]=[C:4]([CH:7]=[CH:8][CH:9]=2)[C:5]#[N:6])=[CH:15][CH:14]=1)[CH3:11], predict the reactants needed to synthesize it. The reactants are: F[C:2]1[CH:3]=[C:4]([CH:7]=[CH:8][CH:9]=1)[C:5]#[N:6].[CH2:10]([O:12][C:13]1[CH:18]=[CH:17][C:16]([OH:19])=[CH:15][CH:14]=1)[CH3:11].C(=O)([O-])[O-].[Cs+].[Cs+].Cl. (4) The reactants are: [CH3:1][O:2][C:3]1[CH:14]=[CH:13][C:6]2[CH2:7][CH2:8][N:9]([CH3:12])[CH2:10][CH2:11][C:5]=2[CH:4]=1.[Br:15][C:16]1[S:20][C:19]([S:21](Cl)(=[O:23])=[O:22])=[CH:18][CH:17]=1.[Cl-].[In+3].[Cl-].[Cl-].[OH-].[Na+]. Given the product [Br:15][C:16]1[S:20][C:19]([S:21]([C:14]2[C:3]([O:2][CH3:1])=[CH:4][C:5]3[CH2:11][CH2:10][N:9]([CH3:12])[CH2:8][CH2:7][C:6]=3[CH:13]=2)(=[O:23])=[O:22])=[CH:18][CH:17]=1, predict the reactants needed to synthesize it. (5) The reactants are: [H-].[Al+3].[Li+].[H-].[H-].[H-].C[O:8][C:9]([C:11]1[C:20]([CH3:21])=[C:19]([CH2:22][C:23]2[CH:28]=[CH:27][C:26]([S:29]([CH2:32][CH3:33])(=[O:31])=[O:30])=[CH:25][CH:24]=2)[C:18]2[C:13](=[CH:14][CH:15]=[C:16]([F:34])[CH:17]=2)[CH:12]=1)=O.C(OCC)(=O)C. Given the product [CH2:32]([S:29]([C:26]1[CH:27]=[CH:28][C:23]([CH2:22][C:19]2[C:18]3[C:13](=[CH:14][CH:15]=[C:16]([F:34])[CH:17]=3)[CH:12]=[C:11]([CH2:9][OH:8])[C:20]=2[CH3:21])=[CH:24][CH:25]=1)(=[O:30])=[O:31])[CH3:33], predict the reactants needed to synthesize it. (6) Given the product [CH3:1][O:2][C:3]1[CH:32]=[C:31]([O:33][CH3:34])[CH:30]=[CH:29][C:4]=1[CH2:5][N:6]1[C:7](=[O:28])[N:8]([CH2:39][CH2:38][C:37]#[N:40])[N:9]=[C:10]1[C:11]1[C:19]2[C:14](=[N:15][CH:16]=[CH:17][CH:18]=2)[N:13]([CH2:20][C:21]2[CH:26]=[CH:25][CH:24]=[CH:23][C:22]=2[F:27])[N:12]=1, predict the reactants needed to synthesize it. The reactants are: [CH3:1][O:2][C:3]1[CH:32]=[C:31]([O:33][CH3:34])[CH:30]=[CH:29][C:4]=1[CH2:5][N:6]1[C:10]([C:11]2[C:19]3[C:14](=[N:15][CH:16]=[CH:17][CH:18]=3)[N:13]([CH2:20][C:21]3[CH:26]=[CH:25][CH:24]=[CH:23][C:22]=3[F:27])[N:12]=2)=[N:9][NH:8][C:7]1=[O:28].[OH-].[K+].[C:37](#[N:40])[CH:38]=[CH2:39]. (7) Given the product [CH3:29][N:28]1[CH2:32][CH2:34][N:36]([C:16]([C:15]2[CH:14]=[CH:13][C:12]([NH:11][C:9]3[NH:8][C:7]4=[N:21][CH:22]=[CH:23][C:6]4=[C:5]([NH:4][CH2:3][C:2]([F:24])([F:1])[F:25])[N:10]=3)=[CH:20][CH:19]=2)=[O:17])[CH2:26][CH2:27]1, predict the reactants needed to synthesize it. The reactants are: [F:1][C:2]([F:25])([F:24])[CH2:3][NH:4][C:5]1[N:10]=[C:9]([NH:11][C:12]2[CH:20]=[CH:19][C:15]([C:16](O)=[O:17])=[CH:14][CH:13]=2)[NH:8][C:7]2=[N:21][CH:22]=[CH:23][C:6]=12.[CH3:26][CH2:27][N:28]([CH:32]([CH3:34])C)[CH:29](C)C.C[N:36](C(ON1N=NC2C=CC=CC1=2)=[N+](C)C)C.[B-](F)(F)(F)F.